Task: Predict the product of the given reaction.. Dataset: Forward reaction prediction with 1.9M reactions from USPTO patents (1976-2016) Given the reactants [C:1]([O:5][C:6]([NH:8][C@@H:9]([CH2:14][CH2:15][O:16][C@@H:17]([C@@H:26]([CH2:30][C:31]1[CH:36]=[CH:35][C:34]([F:37])=[CH:33][CH:32]=1)[C@@H:27]([OH:29])[CH3:28])[CH2:18][CH2:19][C:20]1[CH:25]=[CH:24][CH:23]=[CH:22][CH:21]=1)[C:10]([O:12]C)=[O:11])=[O:7])([CH3:4])([CH3:3])[CH3:2].O[Li].O, predict the reaction product. The product is: [C:1]([O:5][C:6]([NH:8][C@@H:9]([CH2:14][CH2:15][O:16][C@@H:17]([C@@H:26]([CH2:30][C:31]1[CH:36]=[CH:35][C:34]([F:37])=[CH:33][CH:32]=1)[C@@H:27]([OH:29])[CH3:28])[CH2:18][CH2:19][C:20]1[CH:21]=[CH:22][CH:23]=[CH:24][CH:25]=1)[C:10]([OH:12])=[O:11])=[O:7])([CH3:2])([CH3:3])[CH3:4].